This data is from Reaction yield outcomes from USPTO patents with 853,638 reactions. The task is: Predict the reaction yield, written as a fraction of the theoretical maximum amount of product (1.0 means a 100% yield; for example, 0.34 means a 34% yield). (1) The reactants are Cl[C:2]1[N:7]=[CH:6][C:5]([CH2:8][OH:9])=[CH:4][CH:3]=1.[CH:10]([B-](F)(F)F)=[CH2:11].[K+].C(Cl)Cl. The catalyst is C(O)(C)C. The product is [CH:10]([C:2]1[N:7]=[CH:6][C:5]([CH2:8][OH:9])=[CH:4][CH:3]=1)=[CH2:11]. The yield is 0.530. (2) The catalyst is ClCCl. The product is [CH:76]1([S:73]([NH:72][C:70]([C@@:65]2([NH:64][C:18]([C@@H:13]3[CH2:14][C@@H:15]([OH:17])[CH2:16][N:12]3[C:10](=[O:11])[C@@H:9]([NH:8][C:6](=[O:7])[O:5][C:1]([CH3:3])([CH3:4])[CH3:2])[C@H:21]([CH2:29][CH3:30])[CH2:22][CH:23]([CH3:28])[CH2:24][CH2:25][CH:26]=[CH2:27])=[O:19])[CH2:67][C@H:66]2[CH:68]=[CH2:69])=[O:71])(=[O:75])=[O:74])[CH2:78][CH2:77]1. The yield is 0.870. The reactants are [C:1]([O:5][C:6]([NH:8][C@@H:9]([C@H:21]([CH2:29][CH3:30])[CH2:22][CH:23]([CH3:28])[CH2:24][CH2:25][CH:26]=[CH2:27])[C:10]([N:12]1[CH2:16][C@H:15]([OH:17])[CH2:14][C@H:13]1[C:18](O)=[O:19])=[O:11])=[O:7])([CH3:4])([CH3:3])[CH3:2].CN(C(ON1N=NC2C=CC=NC1=2)=[N+](C)C)C.F[P-](F)(F)(F)(F)F.CCN(C(C)C)C(C)C.[NH2:64][C@:65]1([C:70]([NH:72][S:73]([CH:76]2[CH2:78][CH2:77]2)(=[O:75])=[O:74])=[O:71])[CH2:67][C@H:66]1[CH:68]=[CH2:69]. (3) The reactants are Cl[C:2]1[C:3]([C:16]2[CH:21]=[CH:20][C:19]([F:22])=[CH:18][CH:17]=2)=[N:4][C:5]2[C:10]([N:11]=1)=[CH:9][C:8]([C:12]([O:14][CH3:15])=[O:13])=[CH:7][CH:6]=2.Cl.[CH3:24][C@@H:25]1[CH2:29][CH2:28][CH2:27][NH:26]1.CCN(C(C)C)C(C)C. The catalyst is CS(C)=O.O. The product is [F:22][C:19]1[CH:20]=[CH:21][C:16]([C:3]2[C:2]([N:26]3[CH2:27][CH2:28][CH2:29][C@H:25]3[CH3:24])=[N:11][C:10]3[C:5](=[CH:6][CH:7]=[C:8]([C:12]([O:14][CH3:15])=[O:13])[CH:9]=3)[N:4]=2)=[CH:17][CH:18]=1. The yield is 0.550. (4) The reactants are [Br:1][C:2]1[CH:7]=[CH:6][C:5]([C@@H:8](Cl)[CH2:9][N:10]2[CH2:15][CH2:14][O:13][CH2:12][CH2:11]2)=[CH:4][CH:3]=1.[CH3:17][NH2:18]. The catalyst is CCO. The product is [Br:1][C:2]1[CH:7]=[CH:6][C:5]([C@@H:8]([NH:18][CH3:17])[CH2:9][N:10]2[CH2:15][CH2:14][O:13][CH2:12][CH2:11]2)=[CH:4][CH:3]=1. The yield is 0.930. (5) The reactants are [CH3:1][O:2][C:3](=[O:21])[CH2:4][CH2:5][C:6]1[CH:11]=[CH:10][C:9]([O:12]CC2C=CC=CC=2)=[CH:8][C:7]=1[CH3:20].[H][H]. The catalyst is CO.[Pd]. The product is [CH3:1][O:2][C:3](=[O:21])[CH2:4][CH2:5][C:6]1[CH:11]=[CH:10][C:9]([OH:12])=[CH:8][C:7]=1[CH3:20]. The yield is 0.935. (6) The reactants are [CH3:1][O:2][C:3](=[O:11])[CH2:4][CH2:5][CH2:6][C:7](=O)[CH2:8]Br.[C:12]([NH:19][C:20]([NH2:22])=[NH:21])([O:14][C:15]([CH3:18])([CH3:17])[CH3:16])=[O:13].[Na+].[I-]. The catalyst is CN(C=O)C. The product is [C:15]([O:14][C:12]([N:19]1[CH:8]=[C:7]([CH2:6][CH2:5][CH2:4][C:3]([O:2][CH3:1])=[O:11])[N:21]=[C:20]1[NH2:22])=[O:13])([CH3:18])([CH3:16])[CH3:17]. The yield is 0.650. (7) The catalyst is CN(C)C(=O)C.C(OCC)(=O)C. The product is [CH2:29]([N:8]1[C:9](=[O:26])[C:10]([CH2:11][C:12]2[CH:17]=[CH:16][C:15]([C:18]3[C:19]([C:24]#[N:25])=[CH:20][CH:21]=[CH:22][CH:23]=3)=[CH:14][CH:13]=2)=[C:5]([CH2:1][CH2:2][CH2:3][CH3:4])[N:6]=[C:7]1[CH2:27][OH:28])[C:30]1[CH:35]=[CH:34][CH:33]=[CH:32][CH:31]=1. The reactants are [CH2:1]([C:5]1[N:6]=[C:7]([CH2:27][OH:28])[NH:8][C:9](=[O:26])[C:10]=1[CH2:11][C:12]1[CH:17]=[CH:16][C:15]([C:18]2[C:19]([C:24]#[N:25])=[CH:20][CH:21]=[CH:22][CH:23]=2)=[CH:14][CH:13]=1)[CH2:2][CH2:3][CH3:4].[CH2:29](Br)[C:30]1[CH:35]=[CH:34][CH:33]=[CH:32][CH:31]=1.C(=O)([O-])[O-].[Cs+].[Cs+]. The yield is 0.490. (8) The reactants are [CH2:1]([N:3]=[C:4]=[S:5])[CH3:2].[C:6]([O:10]C)(=O)[CH2:7][SH:8].C(N(CC)CC)C.O. The catalyst is ClCCl. The product is [CH3:2][CH2:1][N:3]1[C:4](=[S:5])[S:8][CH2:7][C:6]1=[O:10]. The yield is 0.930.